The task is: Predict the reactants needed to synthesize the given product.. This data is from Full USPTO retrosynthesis dataset with 1.9M reactions from patents (1976-2016). (1) Given the product [Cl:20][C:10]1[CH:11]=[C:12]([C:16]([F:19])([F:18])[F:17])[CH:13]=[C:14]([Cl:15])[C:9]=1[N:8]1[C:4]([CH3:1])=[C:5]([S:23][CH3:24])[C:6]([C:21]#[N:22])=[N:7]1, predict the reactants needed to synthesize it. The reactants are: [CH3:1][Li].Br[C:4]1[N:8]([C:9]2[C:14]([Cl:15])=[CH:13][C:12]([C:16]([F:19])([F:18])[F:17])=[CH:11][C:10]=2[Cl:20])[N:7]=[C:6]([C:21]#[N:22])[C:5]=1[S:23][CH3:24].CI. (2) Given the product [C:1]1([C:7]2([CH3:17])[C:12](=[O:13])[N:11]([CH3:14])[C:10](=[O:15])[N:9]([CH2:19][C:20](=[O:21])[C:22]3[S:23][CH:24]=[CH:25][CH:26]=3)[C:8]2=[O:16])[CH2:6][CH2:5][CH2:4][CH2:3][CH:2]=1, predict the reactants needed to synthesize it. The reactants are: [C:1]1([C:7]2([CH3:17])[C:12](=[O:13])[N:11]([CH3:14])[C:10](=[O:15])[NH:9][C:8]2=[O:16])[CH2:6][CH2:5][CH2:4][CH2:3][CH:2]=1.Cl[CH2:19][C:20]([C:22]1[S:23][CH:24]=[CH:25][CH:26]=1)=[O:21]. (3) Given the product [OH:11][C:10]1[N:9]=[C:7]([OH:8])[C:6]2[CH2:1][N:18]([CH:15]([CH3:17])[CH3:16])[C:4](=[O:14])[C:5]=2[N:12]=1, predict the reactants needed to synthesize it. The reactants are: [CH2:1]=O.O.[C:4]([OH:14])(=O)[C:5]1[NH:12][C:10](=[O:11])[NH:9][C:7](=[O:8])[CH:6]=1.[CH:15]([NH2:18])([CH3:17])[CH3:16].Cl. (4) Given the product [CH2:1]([O:4][C:5](=[O:26])[C@@H:6]([NH:25][C:30](=[O:31])[C:29]1[C:28]([Cl:27])=[CH:36][C:35]([O:37][Si:38]([CH:45]([CH3:47])[CH3:46])([CH:42]([CH3:43])[CH3:44])[CH:39]([CH3:40])[CH3:41])=[CH:34][C:33]=1[Cl:48])[CH2:7][C:8]1[CH:9]=[CH:10][C:11]([C:14]2[C:15](=[O:24])[N:16]([CH3:23])[C:17](=[O:22])[N:18]([CH3:21])[C:19]=2[CH3:20])=[CH:12][CH:13]=1)[CH2:2][CH3:3], predict the reactants needed to synthesize it. The reactants are: [CH2:1]([O:4][C:5](=[O:26])[C@@H:6]([NH2:25])[CH2:7][C:8]1[CH:13]=[CH:12][C:11]([C:14]2[C:15](=[O:24])[N:16]([CH3:23])[C:17](=[O:22])[N:18]([CH3:21])[C:19]=2[CH3:20])=[CH:10][CH:9]=1)[CH2:2][CH3:3].[Cl:27][C:28]1[CH:36]=[C:35]([O:37][Si:38]([CH:45]([CH3:47])[CH3:46])([CH:42]([CH3:44])[CH3:43])[CH:39]([CH3:41])[CH3:40])[CH:34]=[C:33]([Cl:48])[C:29]=1[C:30](O)=[O:31].CN(C(ON1N=NC2C=CC=CC1=2)=[N+](C)C)C.F[P-](F)(F)(F)(F)F.CCN(C(C)C)C(C)C. (5) Given the product [Br:14][C:15]1[CH:20]=[CH:19][C:18]([S:21]([O:13][CH2:11][CH2:1][CH:10]2[CH:5]3[CH2:6][CH:7]4[CH2:9][CH:3]([CH2:30][CH:31]2[CH2:8]4)[CH2:4]3)(=[O:23])=[O:22])=[CH:17][CH:16]=1, predict the reactants needed to synthesize it. The reactants are: [C:1]12([CH:11]([OH:13])C)[CH2:10][CH:5]3[CH2:6][CH:7]([CH2:9][CH:3]([CH2:4]3)C1)[CH2:8]2.[Br:14][C:15]1[CH:20]=[CH:19][C:18]([S:21](Cl)(=[O:23])=[O:22])=[CH:17][CH:16]=1.C(N([CH2:30][CH3:31])CC)C. (6) Given the product [Cl:17][C:9]1[N:8]=[C:7]([S:5][CH2:3][CH3:4])[C:12]([C:13]([OH:15])=[O:14])=[C:11]([CH3:16])[CH:10]=1, predict the reactants needed to synthesize it. The reactants are: [H-].[Na+].[CH2:3]([SH:5])[CH3:4].Cl[C:7]1[C:12]([C:13]([OH:15])=[O:14])=[C:11]([CH3:16])[CH:10]=[C:9]([Cl:17])[N:8]=1.